This data is from Forward reaction prediction with 1.9M reactions from USPTO patents (1976-2016). The task is: Predict the product of the given reaction. Given the reactants O=[CH:2][CH2:3][C@H:4]1[CH2:6][C@@H:5]1[CH:7]1[CH2:12][CH2:11][N:10]([C:13]([O:15][C:16]([CH3:19])([CH3:18])[CH3:17])=[O:14])[CH2:9][CH2:8]1.[CH2:20]([NH:27][CH2:28][C:29]1[CH:34]=[CH:33][CH:32]=[CH:31][CH:30]=1)[C:21]1[CH:26]=[CH:25][CH:24]=[CH:23][CH:22]=1.[BH-](OC(C)=O)(OC(C)=O)OC(C)=O.[Na+], predict the reaction product. The product is: [CH2:28]([N:27]([CH2:20][C:21]1[CH:26]=[CH:25][CH:24]=[CH:23][CH:22]=1)[CH2:2][CH2:3][C@H:4]1[CH2:6][C@@H:5]1[CH:7]1[CH2:12][CH2:11][N:10]([C:13]([O:15][C:16]([CH3:19])([CH3:18])[CH3:17])=[O:14])[CH2:9][CH2:8]1)[C:29]1[CH:34]=[CH:33][CH:32]=[CH:31][CH:30]=1.